Regression. Given a peptide amino acid sequence and an MHC pseudo amino acid sequence, predict their binding affinity value. This is MHC class I binding data. From a dataset of Peptide-MHC class I binding affinity with 185,985 pairs from IEDB/IMGT. (1) The peptide sequence is ATAARELNPS. The MHC is HLA-B08:01 with pseudo-sequence HLA-B08:01. The binding affinity (normalized) is 0. (2) The peptide sequence is MPARFYPKV. The MHC is Patr-A0701 with pseudo-sequence Patr-A0701. The binding affinity (normalized) is 0.0412. (3) The peptide sequence is FLAAECPFL. The MHC is HLA-A25:01 with pseudo-sequence HLA-A25:01. The binding affinity (normalized) is 0.0847. (4) The peptide sequence is KKNHWFILK. The MHC is HLA-A23:01 with pseudo-sequence HLA-A23:01. The binding affinity (normalized) is 0.0847. (5) The peptide sequence is EVKSCHWPK. The MHC is HLA-A33:01 with pseudo-sequence HLA-A33:01. The binding affinity (normalized) is 0.817.